This data is from Full USPTO retrosynthesis dataset with 1.9M reactions from patents (1976-2016). The task is: Predict the reactants needed to synthesize the given product. (1) Given the product [C:1]([NH:4][C:5]1[CH:19]=[CH:18][N:8]([C@@H:9]2[O:17][C@H:14]([CH2:15][O:16][C:21]([C:38]3[CH:43]=[CH:42][CH:41]=[CH:40][CH:39]=3)([C:30]3[CH:37]=[CH:36][C:33]([O:34][CH3:35])=[CH:32][CH:31]=3)[C:22]3[CH:29]=[CH:28][C:25]([O:26][CH3:27])=[CH:24][CH:23]=3)[C@@H:12]([OH:13])[C@H:10]2[O:11][Si:54]([C:51]([CH3:53])([CH3:52])[CH3:50])([CH3:56])[CH3:55])[C:7](=[O:20])[N:6]=1)(=[O:3])[CH3:2], predict the reactants needed to synthesize it. The reactants are: [C:1]([NH:4][C:5]1[CH:19]=[CH:18][N:8]([C@@H:9]2[O:17][C@H:14]([CH2:15][OH:16])[C@@H:12]([OH:13])[C@H:10]2[OH:11])[C:7](=[O:20])[N:6]=1)(=[O:3])[CH3:2].[C:21](Cl)([C:38]1[CH:43]=[CH:42][CH:41]=[CH:40][CH:39]=1)([C:30]1[CH:37]=[CH:36][C:33]([O:34][CH3:35])=[CH:32][CH:31]=1)[C:22]1[CH:29]=[CH:28][C:25]([O:26][CH3:27])=[CH:24][CH:23]=1.C1COCC1.[CH3:50][C:51]([Si:54](Cl)([CH3:56])[CH3:55])([CH3:53])[CH3:52]. (2) The reactants are: O=[C:2]([CH3:11])[CH2:3][CH:4]1[CH2:9][CH2:8][CH2:7][CH2:6][C:5]1=O.[NH2:12][C:13]1[CH:21]=[CH:20][C:16]([C:17]([OH:19])=[O:18])=[CH:15][CH:14]=1. Given the product [CH3:11][CH:2]1[CH2:3][CH:4]2[CH:5]([CH2:6][CH2:7][CH2:8][CH2:9]2)[N:12]1[C:13]1[CH:21]=[CH:20][C:16]([C:17]([OH:19])=[O:18])=[CH:15][CH:14]=1, predict the reactants needed to synthesize it. (3) Given the product [CH3:27][O:26][C:19]1[CH:18]=[C:17]2[C:22]([C:23](=[O:25])[N:24]3[CH2:2][CH2:11][CH2:12][CH2:13][CH2:14][CH:15]3[N:16]2[C:28]2[CH:33]=[CH:32][CH:31]=[CH:30][CH:29]=2)=[CH:21][CH:20]=1, predict the reactants needed to synthesize it. The reactants are: Br[CH2:2]CCCCC(Cl)=O.Br[CH2:11][CH2:12][CH2:13][CH2:14][CH:15]1[NH:24][C:23](=[O:25])[C:22]2[C:17](=[CH:18][C:19]([O:26][CH3:27])=[CH:20][CH:21]=2)[N:16]1[C:28]1[CH:33]=[CH:32][CH:31]=[CH:30][CH:29]=1.C(=O)([O-])[O-].[Cs+].[Cs+]. (4) Given the product [OH:8][C@H:7]1[C@@H:3]([CH2:2][NH:1][C:31]([O:30][CH2:23][C:24]2[CH:29]=[CH:28][CH:27]=[CH:26][CH:25]=2)=[O:32])[CH2:4][N:5]([C:9]([O:11][C:12]([CH3:15])([CH3:14])[CH3:13])=[O:10])[CH2:6]1, predict the reactants needed to synthesize it. The reactants are: [NH2:1][CH2:2][C@H:3]1[C@@H:7]([OH:8])[CH2:6][N:5]([C:9]([O:11][C:12]([CH3:15])([CH3:14])[CH3:13])=[O:10])[CH2:4]1.CCN(CC)CC.[CH2:23]([O:30][C:31](ON1C(=O)CCC1=O)=[O:32])[C:24]1[CH:29]=[CH:28][CH:27]=[CH:26][CH:25]=1. (5) Given the product [CH3:11][C:9]1[O:10][C:6]2[CH:5]=[C:4]([C:12]([O:14][CH2:15][CH3:16])=[O:13])[CH:3]=[C:2]([O:1][C:18]3[CH:23]=[CH:22][C:21]([S:24]([CH3:27])(=[O:26])=[O:25])=[CH:20][N:19]=3)[C:7]=2[CH:8]=1, predict the reactants needed to synthesize it. The reactants are: [OH:1][C:2]1[C:7]2[CH:8]=[C:9]([CH3:11])[O:10][C:6]=2[CH:5]=[C:4]([C:12]([O:14][CH2:15][CH3:16])=[O:13])[CH:3]=1.Br[C:18]1[CH:23]=[CH:22][C:21]([S:24]([CH3:27])(=[O:26])=[O:25])=[CH:20][N:19]=1.C([O-])([O-])=O.[Cs+].[Cs+].